From a dataset of Forward reaction prediction with 1.9M reactions from USPTO patents (1976-2016). Predict the product of the given reaction. (1) The product is: [CH3:26][N:25]1[CH2:27][CH2:28][N:1]([C:2]2[CH:3]=[CH:4][CH:5]=[C:6]3[C:11]=2[N:10]=[CH:9][C:8]([S:12]([C:15]2[CH:16]=[CH:17][CH:18]=[CH:19][CH:20]=2)(=[O:14])=[O:13])=[CH:7]3)[CH2:23][CH2:24]1. Given the reactants [NH2:1][C:2]1[CH:3]=[CH:4][CH:5]=[C:6]2[C:11]=1[N:10]=[CH:9][C:8]([S:12]([C:15]1[CH:20]=[CH:19][CH:18]=[CH:17][CH:16]=1)(=[O:14])=[O:13])=[CH:7]2.Cl.Cl[CH2:23][CH2:24][N:25]([CH2:27][CH2:28]Cl)[CH3:26].C(=O)([O-])[O-].[Na+].[Na+].C(=O)(O)[O-].[Na+].S([O-])([O-])(=O)=S.[Na+].[Na+], predict the reaction product. (2) Given the reactants [Cl:1][C:2]1[N:10]=[C:9]2[C:5]([N:6]=[CH:7][NH:8]2)=[C:4](Cl)[N:3]=1.[N+:12]([C:15]1[CH:16]=[C:17]([CH:19]=[CH:20][CH:21]=1)[NH2:18])([O-:14])=[O:13], predict the reaction product. The product is: [Cl:1][C:2]1[N:10]=[C:9]2[C:5]([N:6]=[CH:7][NH:8]2)=[C:4]([NH:18][C:17]2[CH:19]=[CH:20][CH:21]=[C:15]([N+:12]([O-:14])=[O:13])[CH:16]=2)[N:3]=1.